From a dataset of Forward reaction prediction with 1.9M reactions from USPTO patents (1976-2016). Predict the product of the given reaction. (1) Given the reactants Br[C:2]1[C:7]([O:8][CH:9]([CH3:11])[CH3:10])=[CH:6][CH:5]=[CH:4][C:3]=1[C:12]1[C:17]([CH3:18])=[CH:16][C:15]([CH3:19])=[C:14]([C:20]2[CH:25]=[CH:24][CH:23]=[CH:22][CH:21]=2)[C:13]=1[CH3:26].C(OCCCC)CCC.[Li]C(C)(C)C.[C:41]([P:45]([C:47]([CH3:50])([CH3:49])[CH3:48])Cl)([CH3:44])([CH3:43])[CH3:42].[NH4+].[OH-], predict the reaction product. The product is: [C:41]([P:45]([C:47]([CH3:50])([CH3:49])[CH3:48])[C:2]1[C:7]([O:8][CH:9]([CH3:11])[CH3:10])=[CH:6][CH:5]=[CH:4][C:3]=1[C:12]1[C:17]([CH3:18])=[CH:16][C:15]([CH3:19])=[C:14]([C:20]2[CH:25]=[CH:24][CH:23]=[CH:22][CH:21]=2)[C:13]=1[CH3:26])([CH3:44])([CH3:43])[CH3:42]. (2) Given the reactants Cl.[OH:2][C@H:3]1[CH2:7][N:6]([C:8]([C@@H:10]2[CH2:15][O:14][CH2:13][CH2:12][NH:11]2)=[O:9])[C@H:5]([C:16]([NH:18][CH2:19][C:20]2[CH:25]=[CH:24][C:23]([C:26]3[S:30][CH:29]=[N:28][C:27]=3[CH3:31])=[CH:22][CH:21]=2)=[O:17])[CH2:4]1.[CH3:32][O:33][CH2:34][C:35](O)=[O:36].CCN(C(C)C)C(C)C.CN(C(ON1N=NC2C=CC=NC1=2)=[N+](C)C)C.F[P-](F)(F)(F)(F)F, predict the reaction product. The product is: [OH:2][C@H:3]1[CH2:7][N:6]([C:8]([C@@H:10]2[CH2:15][O:14][CH2:13][CH2:12][N:11]2[C:35](=[O:36])[CH2:34][O:33][CH3:32])=[O:9])[C@H:5]([C:16]([NH:18][CH2:19][C:20]2[CH:21]=[CH:22][C:23]([C:26]3[S:30][CH:29]=[N:28][C:27]=3[CH3:31])=[CH:24][CH:25]=2)=[O:17])[CH2:4]1.